This data is from CYP2C9 inhibition data for predicting drug metabolism from PubChem BioAssay. The task is: Regression/Classification. Given a drug SMILES string, predict its absorption, distribution, metabolism, or excretion properties. Task type varies by dataset: regression for continuous measurements (e.g., permeability, clearance, half-life) or binary classification for categorical outcomes (e.g., BBB penetration, CYP inhibition). Dataset: cyp2c9_veith. (1) The molecule is O=C(N/C(=C/c1ccc(Br)cc1)c1nc2ccccc2[nH]1)c1ccco1. The result is 0 (non-inhibitor). (2) The compound is COC(=O)[C@@]1(Cc2ccc(OC)cc2)[C@H]2c3cc(C(=O)N4CCCC4)n(Cc4ccc(OC(F)(F)F)cc4)c3C[C@H]2CN1C(=O)c1ccccc1. The result is 1 (inhibitor). (3) The result is 0 (non-inhibitor). The molecule is Cc1nonc1NC(=O)OCCN1CCOC1=O. (4) The drug is O=C(Nc1ccccc1)/C(=C\c1ccc2c(c1)OCO2)NC(=O)c1ccco1. The result is 1 (inhibitor). (5) The compound is CN(C)CCCN1c2ccccc2C(C)(C)c2ccccc21. The result is 0 (non-inhibitor). (6) The compound is COc1cc(N=Nc2cccc(S(N)(=O)=O)c2)c2ccccc2c1N. The result is 1 (inhibitor). (7) The molecule is O=C1[C@H]2CCn3c(=O)n(-c4ccccc4)c(=O)n3[C@H]2[C@H](O)[C@H]2O[C@@H]12. The result is 0 (non-inhibitor). (8) The result is 1 (inhibitor). The drug is COC(=O)[C@@]1(Cc2ccc(OC)cc2)[C@H]2c3cc(C(=O)N4CCCC4)n(Cc4c(CO)[nH]cc(C)c4=O)c3C[C@H]2CN1C(=O)c1ccccc1.